From a dataset of Catalyst prediction with 721,799 reactions and 888 catalyst types from USPTO. Predict which catalyst facilitates the given reaction. Reactant: [NH2:1][C:2]1[CH:17]=[CH:16][C:15]([C:18]([O:20][CH3:21])=[O:19])=[CH:14][C:3]=1[C:4]([NH:6][C:7]1[CH:12]=[CH:11][C:10]([Cl:13])=[CH:9][N:8]=1)=[O:5].C(OC([N:29]1[CH2:34][CH2:33][CH:32]([CH:35]=O)[CH2:31][CH2:30]1)=O)(C)(C)C.[B-][N+](C)(C)C.CO. Product: [Cl:13][C:10]1[CH:11]=[CH:12][C:7]([NH:6][C:4](=[O:5])[C:3]2[CH:14]=[C:15]([C:18]([O:20][CH3:21])=[O:19])[CH:16]=[CH:17][C:2]=2[NH:1][CH2:35][CH:32]2[CH2:33][CH2:34][NH:29][CH2:30][CH2:31]2)=[N:8][CH:9]=1. The catalyst class is: 2.